From a dataset of Full USPTO retrosynthesis dataset with 1.9M reactions from patents (1976-2016). Predict the reactants needed to synthesize the given product. Given the product [O:33]1[C:18]2[CH:19]=[CH:20][C:21]([CH2:4][N:6]3[CH2:7][CH2:8][CH:9]([NH:12][C:13]4[C:22]5[C:17](=[CH:18][CH:19]=[C:20]([Cl:23])[CH:21]=5)[N:16]([CH2:24][C:25]([F:28])([F:26])[F:27])[C:15](=[O:29])[CH:14]=4)[CH2:10][CH2:11]3)=[CH:22][C:17]=2[O:34][CH2:31]1, predict the reactants needed to synthesize it. The reactants are: C(O[C:4]([N:6]1[CH2:11][CH2:10][CH:9]([NH:12][C:13]2[C:22]3[C:17](=[CH:18][CH:19]=[C:20]([Cl:23])[CH:21]=3)[N:16]([CH2:24][C:25]([F:28])([F:27])[F:26])[C:15](=[O:29])[CH:14]=2)[CH2:8][CH2:7]1)=O)C.Br.[C:31]([OH:34])(=[O:33])C.